Task: Predict the product of the given reaction.. Dataset: Forward reaction prediction with 1.9M reactions from USPTO patents (1976-2016) (1) Given the reactants [Br:1][C:2]1[CH:7]=[CH:6][C:5]([CH:8]=[CH:9][C:10]([C:12]2[CH:17]=[CH:16][C:15]([NH2:18])=[CH:14][CH:13]=2)=[O:11])=[CH:4][CH:3]=1.[C:19](=O)([O-])[O-].[K+].[K+].CI.O, predict the reaction product. The product is: [Br:1][C:2]1[CH:7]=[CH:6][C:5]([CH:8]=[CH:9][C:10]([C:12]2[CH:13]=[CH:14][C:15]([NH:18][CH3:19])=[CH:16][CH:17]=2)=[O:11])=[CH:4][CH:3]=1. (2) Given the reactants [C:1](Cl)([CH3:3])=[O:2].[CH3:5][N:6]([CH3:23])[C:7]1[CH:16]=[CH:15][C:14]2[C:9](=[CH:10][CH:11]=[C:12]([C:17]#[C:18][Si](C)(C)C)[CH:13]=2)[CH:8]=1.[Al+3].[Cl-].[Cl-].[Cl-], predict the reaction product. The product is: [CH3:5][N:6]([CH3:23])[C:7]1[CH:8]=[C:9]2[C:14](=[CH:15][CH:16]=1)[CH:13]=[C:12]([C:17]#[C:18][C:1](=[O:2])[CH3:3])[CH:11]=[CH:10]2.